This data is from Full USPTO retrosynthesis dataset with 1.9M reactions from patents (1976-2016). The task is: Predict the reactants needed to synthesize the given product. (1) Given the product [Br:1][C:2]1[C:3]([N:10]([CH:12]2[CH2:13][CH2:14][CH2:15][CH2:16]2)[NH:11][C:22](=[O:23])[C:21]2[CH:25]=[CH:26][CH:27]=[C:19]([CH2:18][Cl:17])[CH:20]=2)=[N:4][C:5]([C:8]#[N:9])=[N:6][CH:7]=1, predict the reactants needed to synthesize it. The reactants are: [Br:1][C:2]1[C:3]([N:10]([CH:12]2[CH2:16][CH2:15][CH2:14][CH2:13]2)[NH2:11])=[N:4][C:5]([C:8]#[N:9])=[N:6][CH:7]=1.[Cl:17][CH2:18][C:19]1[CH:20]=[C:21]([CH:25]=[CH:26][CH:27]=1)[C:22](Cl)=[O:23].CCN(C(C)C)C(C)C. (2) Given the product [CH3:39][N:15]([CH3:14])[CH2:16][CH2:17][N:18]1[C:27]2[C@@:22]([CH3:37])([C@H:23]3[CH2:34][CH2:33][C@@:32]4([CH3:35])[C@@H:28]([CH2:29][CH:30]=[C:31]4[C:6]4[CH:7]=[CH:8][CH:9]=[C:10]5[C:5]=4[CH:4]=[CH:3][N:2]=[CH:1]5)[C@@H:24]3[CH2:25][CH:26]=2)[CH2:21][CH2:20][C:19]1=[O:38], predict the reactants needed to synthesize it. The reactants are: [CH:1]1[C:10]2[C:5](=[C:6](B(O)O)[CH:7]=[CH:8][CH:9]=2)[CH:4]=[CH:3][N:2]=1.[CH3:14][N:15]([CH3:39])[CH2:16][CH2:17][N:18]1[C:27]2[C@@:22]([CH3:37])([C@H:23]3[CH2:34][CH2:33][C@@:32]4([CH3:35])[C@@H:28]([CH2:29][CH:30]=[C:31]4I)[C@@H:24]3[CH2:25][CH:26]=2)[CH2:21][CH2:20][C:19]1=[O:38].O.